Dataset: Reaction yield outcomes from USPTO patents with 853,638 reactions. Task: Predict the reaction yield, written as a fraction of the theoretical maximum amount of product (1.0 means a 100% yield; for example, 0.34 means a 34% yield). (1) The reactants are [CH3:1][N:2]1[CH:6]=[CH:5][CH:4]=[N:3]1.[Li][CH2:8][CH2:9][CH2:10]C.[B:12]([O-:18])([O-])[O:13][CH:14]([CH3:16])[CH3:15]. The catalyst is C1COCC1. The product is [CH3:1][N:2]1[C:6]([B:12]2[O:13][C:14]([CH3:15])([CH3:16])[C:9]([CH3:10])([CH3:8])[O:18]2)=[CH:5][CH:4]=[N:3]1. The yield is 0.510. (2) The reactants are Br[CH2:2][CH2:3][O:4][CH2:5][CH2:6][N:7]1[C:11]2[CH:12]=[CH:13][CH:14]=[CH:15][C:10]=2[N:9]([C:16]2[CH:21]=[CH:20][CH:19]=[CH:18][C:17]=2[F:22])[S:8]1(=[O:24])=[O:23].[CH3:25][NH:26][CH3:27]. No catalyst specified. The product is [F:22][C:17]1[CH:18]=[CH:19][CH:20]=[CH:21][C:16]=1[N:9]1[C:10]2[CH:15]=[CH:14][CH:13]=[CH:12][C:11]=2[N:7]([CH2:6][CH2:5][O:4][CH2:3][CH2:2][N:26]([CH3:27])[CH3:25])[S:8]1(=[O:24])=[O:23]. The yield is 0.950. (3) The reactants are [CH2:1]([O:8][C:9]1[C:10]([O:34][CH3:35])=[CH:11][C:12]2[C:18](=[O:19])[N:17]3[CH2:20][C:21](=[O:23])[CH2:22][CH:16]3[C:15](=[O:24])[N:14]([CH2:25][O:26][CH2:27][CH2:28][Si:29]([CH3:32])([CH3:31])[CH3:30])[C:13]=2[CH:33]=1)[C:2]1[CH:7]=[CH:6][CH:5]=[CH:4][CH:3]=1.N1C(C)=CC=CC=1C.[S:44](O[S:44]([C:47]([F:50])([F:49])[F:48])(=[O:46])=[O:45])([C:47]([F:50])([F:49])[F:48])(=[O:46])=[O:45]. The catalyst is C(Cl)Cl. The product is [CH2:1]([O:8][C:9]1[C:10]([O:34][CH3:35])=[CH:11][C:12]2[C:18](=[O:19])[N:17]3[CH:20]=[C:21]([O:23][S:44]([C:47]([F:50])([F:49])[F:48])(=[O:46])=[O:45])[CH2:22][CH:16]3[C:15](=[O:24])[N:14]([CH2:25][O:26][CH2:27][CH2:28][Si:29]([CH3:30])([CH3:31])[CH3:32])[C:13]=2[CH:33]=1)[C:2]1[CH:3]=[CH:4][CH:5]=[CH:6][CH:7]=1. The yield is 0.930. (4) The reactants are Cl[C:2]1[NH:7][C:6]2[CH:8]=[C:9]([Cl:11])[S:10][C:5]=2[S:4](=[O:13])(=[O:12])[N:3]=1.[NH2:14][C:15]([CH3:19])([CH3:18])[CH2:16][OH:17].Cl. The catalyst is O. The product is [Cl:11][C:9]1[S:10][C:5]2[S:4](=[O:13])(=[O:12])[N:3]=[C:2]([NH:14][C:15]([CH3:19])([CH3:18])[CH2:16][OH:17])[NH:7][C:6]=2[CH:8]=1. The yield is 0.140. (5) The reactants are C[O:2][CH:3]1[C:7]([O:8][CH3:9])=[C:6]([O:10][CH3:11])[C:5](=O)[O:4]1.[NH3:13]. No catalyst specified. The product is [OH:2][CH:3]1[C:7]([O:8][CH3:9])=[C:6]([O:10][CH3:11])[C:5](=[O:4])[NH:13]1. The yield is 0.930. (6) The reactants are [Cl:1][C:2]1[CH:3]=[C:4](B(O)O)[CH:5]=[C:6]([Cl:8])[CH:7]=1.Br[C:13]([C:15]([F:21])([F:20])[C:16]([F:19])([F:18])[F:17])=[CH2:14].C([O-])([O-])=O.[K+].[K+]. The catalyst is C1COCC1.O.Cl[Pd](Cl)([P](C1C=CC=CC=1)(C1C=CC=CC=1)C1C=CC=CC=1)[P](C1C=CC=CC=1)(C1C=CC=CC=1)C1C=CC=CC=1. The product is [Cl:1][C:2]1[CH:3]=[C:4]([C:13]([C:15]([F:21])([F:20])[C:16]([F:19])([F:18])[F:17])=[CH2:14])[CH:5]=[C:6]([Cl:8])[CH:7]=1. The yield is 0.660. (7) The reactants are C([O:8][C:9]1[C:14]([CH2:15][N:16]2[CH2:25][CH2:24][C:23]3[C:18](=[C:19]([Cl:30])[C:20]([O:26][CH:27]([CH3:29])[CH3:28])=[N:21][CH:22]=3)[C:17]2=[O:31])=[C:13]([CH3:32])[CH:12]=[C:11]([CH3:33])[N:10]=1)C1C=CC=CC=1. The catalyst is C(O)(C(F)(F)F)=O. The product is [Cl:30][C:19]1[C:20]([O:26][CH:27]([CH3:29])[CH3:28])=[N:21][CH:22]=[C:23]2[C:18]=1[C:17](=[O:31])[N:16]([CH2:15][C:14]1[C:9](=[O:8])[NH:10][C:11]([CH3:33])=[CH:12][C:13]=1[CH3:32])[CH2:25][CH2:24]2. The yield is 0.500.